From a dataset of Reaction yield outcomes from USPTO patents with 853,638 reactions. Predict the reaction yield, written as a fraction of the theoretical maximum amount of product (1.0 means a 100% yield; for example, 0.34 means a 34% yield). (1) The reactants are [CH3:1][O:2][CH2:3][C@@H:4]1[N:8]([C:9]([O:11][CH2:12][C:13]2[CH:18]=[CH:17][CH:16]=[CH:15][CH:14]=2)=[O:10])[CH2:7][C@@H:6](S(C2C=CC(C)=CC=2)(=O)=O)[CH2:5]1.[C-:29]#[N:30].[Na+]. The catalyst is CS(C)=O.O.[Cl-].[Na+].O. The product is [CH3:1][O:2][CH2:3][C@H:4]1[N:8]([C:9]([O:11][CH2:12][C:13]2[CH:14]=[CH:15][CH:16]=[CH:17][CH:18]=2)=[O:10])[CH2:7][C@@H:6]([C:29]#[N:30])[CH2:5]1. The yield is 0.870. (2) The reactants are Br[C:2]1[CH:3]=[C:4]2[C:9](=[CH:10][CH:11]=1)[C:8]([O:12][Si](C(C)(C)C)(C)C)=[N:7][C:6]([O:20][Si](C(C)(C)C)(C)C)=[CH:5]2.C([Li])(C)(C)C.[I:33]I.Cl. The catalyst is O1CCCC1.CS(C)=O.CO.O. The product is [I:33][C:2]1[CH:3]=[C:4]2[C:9](=[CH:10][CH:11]=1)[C:8](=[O:12])[NH:7][C:6](=[O:20])[CH2:5]2. The yield is 0.556. (3) The reactants are Cl[C:2]1[N:7]=[C:6]([N:8]2[C@@H:12]([CH:13]([CH3:15])[CH3:14])[CH2:11][O:10][C:9]2=[O:16])[CH:5]=[CH:4][N:3]=1.[F:17][C:18]1[CH:23]=[C:22]([C:24]2([CH3:27])[CH2:26][CH2:25]2)[CH:21]=[CH:20][C:19]=1[C@@H:28]([NH2:30])[CH3:29].CCN(C(C)C)C(C)C.C(O)(C(F)(F)F)=O. The yield is 0.0500. The catalyst is CS(C)=O. The product is [F:17][C:18]1[CH:23]=[C:22]([C:24]2([CH3:27])[CH2:25][CH2:26]2)[CH:21]=[CH:20][C:19]=1[C@@H:28]([NH:30][C:2]1[N:7]=[C:6]([N:8]2[C@@H:12]([CH:13]([CH3:15])[CH3:14])[CH2:11][O:10][C:9]2=[O:16])[CH:5]=[CH:4][N:3]=1)[CH3:29]. (4) The reactants are [C:1]([C:4]1[C:9](=[O:10])[C:8]([O:11][CH3:12])=[CH:7][N:6]([C:13]2[CH:18]=[CH:17][CH:16]=[C:15]([C:19]([F:22])([F:21])[F:20])[CH:14]=2)[N:5]=1)(=[O:3])[CH3:2].CO[CH:25](OC)[N:26]([CH3:28])[CH3:27]. No catalyst specified. The product is [CH3:25][N:26]([CH3:28])[CH:27]=[CH:2][C:1]([C:4]1[C:9](=[O:10])[C:8]([O:11][CH3:12])=[CH:7][N:6]([C:13]2[CH:18]=[CH:17][CH:16]=[C:15]([C:19]([F:21])([F:22])[F:20])[CH:14]=2)[N:5]=1)=[O:3]. The yield is 0.890. (5) The reactants are [O:1]1[CH2:6][CH2:5][N:4]([C:7]2[N:12]=[C:11]([N:13]3[CH2:18][CH2:17][O:16][CH2:15][CH2:14]3)[N:10]=[C:9]([C:19]3[CH:24]=[CH:23][C:22]([NH:25][C:26](=[O:38])[NH:27][C:28]4[CH:37]=[CH:36][C:31]([C:32]([O:34]C)=[O:33])=[CH:30][CH:29]=4)=[CH:21][CH:20]=3)[N:8]=2)[CH2:3][CH2:2]1.C1COCC1.CO.O[Li].O. The catalyst is O. The product is [O:1]1[CH2:2][CH2:3][N:4]([C:7]2[N:12]=[C:11]([N:13]3[CH2:14][CH2:15][O:16][CH2:17][CH2:18]3)[N:10]=[C:9]([C:19]3[CH:24]=[CH:23][C:22]([NH:25][C:26](=[O:38])[NH:27][C:28]4[CH:37]=[CH:36][C:31]([C:32]([OH:34])=[O:33])=[CH:30][CH:29]=4)=[CH:21][CH:20]=3)[N:8]=2)[CH2:5][CH2:6]1. The yield is 0.960.